This data is from HIV replication inhibition screening data with 41,000+ compounds from the AIDS Antiviral Screen. The task is: Binary Classification. Given a drug SMILES string, predict its activity (active/inactive) in a high-throughput screening assay against a specified biological target. (1) The compound is C=C1CC(COc2ccc3c(C)c(C)c(=O)oc3c2C)(c2ccccc2)OC1=O. The result is 0 (inactive). (2) The drug is C=C1C(=O)OC2C1CC(=O)C(C)=CCCC1(C)OC21. The result is 0 (inactive). (3) The compound is CCP(=O)(CC)C(Cl)Cl. The result is 0 (inactive). (4) The result is 0 (inactive). The drug is CC1(C)OC2C3OC(C(Cl)(Cl)Cl)=NC3C(I)C(N3C(=O)c4ccccc4C3=O)C2O1. (5) The compound is C1=CN2C(c3ccccc3)=NON(c3ncccn3)C2N=C1. The result is 0 (inactive). (6) The molecule is CCn1c(SCc2nnc(Nc3ccccc3)s2)nc2ccccc2c1=O. The result is 0 (inactive).